Dataset: Reaction yield outcomes from USPTO patents with 853,638 reactions. Task: Predict the reaction yield, written as a fraction of the theoretical maximum amount of product (1.0 means a 100% yield; for example, 0.34 means a 34% yield). (1) The reactants are [Br-:1].[Li+].[OH:3][C@@H:4]1[C@H:8]2[N:9]([C:23]([O:25][C:26]([CH3:29])([CH3:28])[CH3:27])=[O:24])[CH2:10][C@@H:11](OS(C3C=CC(C)=CC=3)(=O)=O)[C@H:7]2[O:6][CH2:5]1.C(Cl)Cl. The catalyst is CN(C=O)C. The product is [Br:1][C@H:11]1[CH2:10][N:9]([C:23]([O:25][C:26]([CH3:29])([CH3:28])[CH3:27])=[O:24])[C@@H:8]2[C@@H:4]([OH:3])[CH2:5][O:6][C@H:7]12. The yield is 0.526. (2) The reactants are [NH2:1][CH2:2][C:3]1[C:4]([CH3:20])=[CH:5][C:6]([CH2:11][NH:12][C:13](=[O:19])[O:14][C:15]([CH3:18])([CH3:17])[CH3:16])=[N:7][C:8]=1[O:9][CH3:10].[Br:21][C:22]1[CH:23]=[C:24]([C:35](O)=[O:36])[C:25]2[C:26]([CH3:34])=[CH:27][N:28]([CH:31]([CH3:33])[CH3:32])[C:29]=2[CH:30]=1.C1C=NC2N(O)N=NC=2C=1.C(Cl)CCl. The catalyst is ClCCl.CN(C=O)C.CCOC(C)=O. The product is [Br:21][C:22]1[CH:23]=[C:24]([C:35]([NH:1][CH2:2][C:3]2[C:4]([CH3:20])=[CH:5][C:6]([CH2:11][NH:12][C:13](=[O:19])[O:14][C:15]([CH3:16])([CH3:17])[CH3:18])=[N:7][C:8]=2[O:9][CH3:10])=[O:36])[C:25]2[C:26]([CH3:34])=[CH:27][N:28]([CH:31]([CH3:32])[CH3:33])[C:29]=2[CH:30]=1. The yield is 0.980. (3) The yield is 0.230. The catalyst is O1CCOCC1.O. The product is [CH2:1]([O:3][C:4](=[O:17])[C:5]1[CH:10]=[C:9]([C:38]2[CH:37]=[C:36]([CH3:41])[CH:35]=[C:51]([CH3:53])[CH:39]=2)[C:8]([O:12][CH2:13][O:14][CH3:15])=[C:7]([C:26]2[CH:25]=[C:24]([CH3:45])[CH:23]=[C:22]([CH3:21])[CH:27]=2)[CH:6]=1)[CH3:2]. The reactants are [CH2:1]([O:3][C:4](=[O:17])[C:5]1[CH:10]=[C:9](I)[C:8]([O:12][CH2:13][O:14][CH3:15])=[C:7](Br)[CH:6]=1)[CH3:2].C(O[C:21](=O)[C:22]1[CH:27]=[C:26](Br)[C:25](OCOC)=[C:24](Br)[CH:23]=1)C.[CH3:35][C:36]1[CH:37]=[C:38](B(O)O)[CH:39]=C[CH:41]=1.[CH2:45](Cl)Cl.CCO[C:51]([CH3:53])=O. (4) The reactants are [C:1]([C:3]1[CH:4]=[C:5]2[C:9](=[CH:10][CH:11]=1)[N:8]([CH2:12][CH:13]1[CH2:18][CH2:17][N:16]([C:19](=[O:28])[CH2:20][CH2:21][C:22]3[CH:27]=[CH:26][CH:25]=[CH:24][CH:23]=3)[CH2:15][CH2:14]1)[CH:7]=[CH:6]2)#[CH:2].O=C1O[C@H]([C@H](CO)O)C([O-])=C1O.[Na+].[N-:42]=[N+:43]=[N-:44].[Na+].C(OCC)(=O)C. The catalyst is ClCCl.CS(C)=O.O. The product is [NH:42]1[CH:2]=[C:1]([C:3]2[CH:4]=[C:5]3[C:9](=[CH:10][CH:11]=2)[N:8]([CH2:12][CH:13]2[CH2:18][CH2:17][N:16]([C:19](=[O:28])[CH2:20][CH2:21][C:22]4[CH:23]=[CH:24][CH:25]=[CH:26][CH:27]=4)[CH2:15][CH2:14]2)[CH:7]=[CH:6]3)[N:44]=[N:43]1. The yield is 0.110. (5) The reactants are [C:1](/[N:3]=[C:4](\SC)/[NH:5][C:6]1[CH:11]=[C:10]([Cl:12])[C:9]([C:13]#[N:14])=[C:8]([Cl:15])[CH:7]=1)#[N:2].[NH2:18][NH2:19]. The catalyst is C(O)C. The product is [NH2:2][C:1]1[NH:19][N:18]=[C:4]([NH:5][C:6]2[CH:11]=[C:10]([Cl:12])[C:9]([C:13]#[N:14])=[C:8]([Cl:15])[CH:7]=2)[N:3]=1. The yield is 0.710.